From a dataset of NCI-60 drug combinations with 297,098 pairs across 59 cell lines. Regression. Given two drug SMILES strings and cell line genomic features, predict the synergy score measuring deviation from expected non-interaction effect. (1) Drug 1: COC1=C2C(=CC3=C1OC=C3)C=CC(=O)O2. Drug 2: C1CCC(C(C1)N)N.C(=O)(C(=O)[O-])[O-].[Pt+4]. Cell line: HL-60(TB). Synergy scores: CSS=21.6, Synergy_ZIP=-16.4, Synergy_Bliss=-13.3, Synergy_Loewe=-29.8, Synergy_HSA=-11.6. (2) Drug 1: CC(C1=C(C=CC(=C1Cl)F)Cl)OC2=C(N=CC(=C2)C3=CN(N=C3)C4CCNCC4)N. Drug 2: C1CCC(C(C1)N)N.C(=O)(C(=O)[O-])[O-].[Pt+4]. Cell line: MOLT-4. Synergy scores: CSS=56.7, Synergy_ZIP=0.0980, Synergy_Bliss=-0.144, Synergy_Loewe=-9.12, Synergy_HSA=-0.474. (3) Drug 1: C1=C(C(=O)NC(=O)N1)F. Drug 2: CC1=C(N=C(N=C1N)C(CC(=O)N)NCC(C(=O)N)N)C(=O)NC(C(C2=CN=CN2)OC3C(C(C(C(O3)CO)O)O)OC4C(C(C(C(O4)CO)O)OC(=O)N)O)C(=O)NC(C)C(C(C)C(=O)NC(C(C)O)C(=O)NCCC5=NC(=CS5)C6=NC(=CS6)C(=O)NCCC[S+](C)C)O. Cell line: SK-MEL-2. Synergy scores: CSS=26.4, Synergy_ZIP=3.52, Synergy_Bliss=5.46, Synergy_Loewe=2.01, Synergy_HSA=2.14. (4) Drug 2: C1CN(CCN1C(=O)CCBr)C(=O)CCBr. Cell line: HS 578T. Drug 1: CN(CC1=CN=C2C(=N1)C(=NC(=N2)N)N)C3=CC=C(C=C3)C(=O)NC(CCC(=O)O)C(=O)O. Synergy scores: CSS=28.9, Synergy_ZIP=-4.21, Synergy_Bliss=-3.72, Synergy_Loewe=-20.5, Synergy_HSA=-2.82. (5) Drug 1: C1=CC(=CC=C1CCC2=CNC3=C2C(=O)NC(=N3)N)C(=O)NC(CCC(=O)O)C(=O)O. Drug 2: CCC(=C(C1=CC=CC=C1)C2=CC=C(C=C2)OCCN(C)C)C3=CC=CC=C3.C(C(=O)O)C(CC(=O)O)(C(=O)O)O. Cell line: SN12C. Synergy scores: CSS=26.9, Synergy_ZIP=0.781, Synergy_Bliss=1.49, Synergy_Loewe=-1.68, Synergy_HSA=2.15. (6) Drug 1: CCC(=C(C1=CC=CC=C1)C2=CC=C(C=C2)OCCN(C)C)C3=CC=CC=C3.C(C(=O)O)C(CC(=O)O)(C(=O)O)O. Drug 2: CNC(=O)C1=NC=CC(=C1)OC2=CC=C(C=C2)NC(=O)NC3=CC(=C(C=C3)Cl)C(F)(F)F. Cell line: OVCAR-4. Synergy scores: CSS=-1.43, Synergy_ZIP=1.13, Synergy_Bliss=-0.232, Synergy_Loewe=-1.45, Synergy_HSA=-2.17. (7) Cell line: M14. Drug 2: COC1=C(C=C2C(=C1)N=CN=C2NC3=CC(=C(C=C3)F)Cl)OCCCN4CCOCC4. Synergy scores: CSS=59.1, Synergy_ZIP=10.9, Synergy_Bliss=10.6, Synergy_Loewe=-9.87, Synergy_HSA=13.0. Drug 1: CCCS(=O)(=O)NC1=C(C(=C(C=C1)F)C(=O)C2=CNC3=C2C=C(C=N3)C4=CC=C(C=C4)Cl)F.